Dataset: Catalyst prediction with 721,799 reactions and 888 catalyst types from USPTO. Task: Predict which catalyst facilitates the given reaction. (1) Reactant: [OH:1][CH2:2][CH:3]([NH:10][CH2:11][C:12]([O:14][C:15]([CH3:18])([CH3:17])[CH3:16])=[O:13])[C:4]1[CH:9]=[CH:8][CH:7]=[CH:6][CH:5]=1.[C:19]1([CH:25]([C:28]2[CH:33]=[CH:32][CH:31]=[CH:30][CH:29]=2)[CH:26]=O)[CH:24]=[CH:23][CH:22]=[CH:21][CH:20]=1.S([O-])([O-])(=O)=O.[Mg+2]. Product: [CH:25]([CH:26]1[N:10]([CH2:11][C:12]([O:14][C:15]([CH3:18])([CH3:17])[CH3:16])=[O:13])[CH:3]([C:4]2[CH:9]=[CH:8][CH:7]=[CH:6][CH:5]=2)[CH2:2][O:1]1)([C:19]1[CH:24]=[CH:23][CH:22]=[CH:21][CH:20]=1)[C:28]1[CH:33]=[CH:32][CH:31]=[CH:30][CH:29]=1. The catalyst class is: 2. (2) Reactant: [NH2:1][C@@H:2]1[C:9](=[O:10])[N:8]2[C@@H:3]1[S:4][CH2:5][C:6](/[CH:14]=[C:15]1/[C:16](=[O:36])[N:17]([C@@H:20]3[CH2:24][CH2:23][N:22]([C:25]([O:27][CH2:28][C:29]4[O:30][C:31](=[O:35])[O:32][C:33]=4[CH3:34])=[O:26])[CH2:21]3)[CH2:18][CH2:19]/1)=[C:7]2[C:11]([OH:13])=[O:12].C[Si](C([Si](C)(C)C)C(N)=O)(C)C.Cl.[C:50]([O:69][N:70]=[C:71]([C:75]1[N:79]=[C:78]([NH2:80])[S:77][N:76]=1)[C:72](Cl)=[O:73])([C:63]1[CH:68]=[CH:67][CH:66]=[CH:65][CH:64]=1)([C:57]1[CH:62]=[CH:61][CH:60]=[CH:59][CH:58]=1)[C:51]1[CH:56]=[CH:55][CH:54]=[CH:53][CH:52]=1.O. Product: [NH2:80][C:78]1[S:77][N:76]=[C:75](/[C:71](=[N:70]/[O:69][C:50]([C:57]2[CH:62]=[CH:61][CH:60]=[CH:59][CH:58]=2)([C:51]2[CH:52]=[CH:53][CH:54]=[CH:55][CH:56]=2)[C:63]2[CH:68]=[CH:67][CH:66]=[CH:65][CH:64]=2)/[C:72]([NH:1][C@@H:2]2[C:9](=[O:10])[N:8]3[C@@H:3]2[S:4][CH2:5][C:6](/[CH:14]=[C:15]2/[C:16](=[O:36])[N:17]([C@@H:20]4[CH2:24][CH2:23][N:22]([C:25]([O:27][CH2:28][C:29]5[O:30][C:31](=[O:35])[O:32][C:33]=5[CH3:34])=[O:26])[CH2:21]4)[CH2:18][CH2:19]/2)=[C:7]3[C:11]([OH:13])=[O:12])=[O:73])[N:79]=1. The catalyst class is: 98. (3) Reactant: [Br:1][C:2]1[CH:3]=[C:4]2[C:9](=[CH:10][C:11]=1[Cl:12])[N:8]=[CH:7][N:6]=[C:5]2[C:13]1(C(OC)=O)[CH2:18][CH2:17][N:16]([C:19]([O:21][C:22]([CH3:25])([CH3:24])[CH3:23])=[O:20])[CH2:15][CH2:14]1.[Li+].[Cl-].O. Product: [Br:1][C:2]1[CH:3]=[C:4]2[C:9](=[CH:10][C:11]=1[Cl:12])[N:8]=[CH:7][N:6]=[C:5]2[CH:13]1[CH2:14][CH2:15][N:16]([C:19]([O:21][C:22]([CH3:25])([CH3:24])[CH3:23])=[O:20])[CH2:17][CH2:18]1. The catalyst class is: 16. (4) The catalyst class is: 20. Reactant: CO[CH:3]([C:12]1[CH:17]=[CH:16][C:15]([N:18]([CH3:20])[CH3:19])=[CH:14][CH:13]=1)[CH2:4][CH:5]=[CH:6][CH:7]=[CH:8]C(O)=O.[C:21]([N:28]1C=CN=C1)(N1C=CN=C1)=[O:22].[Si](N[OH:41])(C(C)(C)C)(C)C.[C:42](OCC)(=[O:44])C. Product: [OH:41][NH:28][C:21](=[O:22])[C:3]([C:12]1[CH:13]=[CH:14][C:15]([N:18]([CH3:19])[CH3:20])=[CH:16][CH:17]=1)=[CH:4][CH:5]=[CH:6][CH2:7][CH2:8][O:44][CH3:42]. (5) Reactant: [C:1]1(P(C2C=CC=CC=2)C2C=CC=CC=2)[CH:6]=CC=C[CH:2]=1.CCOC(/N=N/C(OCC)=O)=O.C(O)(C)C.[Br:36][C:37]1[CH:38]=[C:39]([OH:44])[C:40]([Cl:43])=[CH:41][CH:42]=1. Product: [Br:36][C:37]1[CH:42]=[CH:41][C:40]([Cl:43])=[C:39]([O:44][CH:1]([CH3:6])[CH3:2])[CH:38]=1. The catalyst class is: 2. (6) Reactant: O.[OH-].[Li+].[N:4]1[CH:9]=[CH:8][CH:7]=[CH:6][C:5]=1[CH2:10][N:11]([C:18]([C:20]1[C:29]([NH:30][C:31]([NH:33][C:34]2[C:39]([Cl:40])=[CH:38][C:37]([Cl:41])=[CH:36][C:35]=2[Cl:42])=[O:32])=[CH:28][C:27]2[C:22](=[CH:23][CH:24]=[CH:25][CH:26]=2)[CH:21]=1)=[O:19])[CH2:12][C:13]([O:15]CC)=[O:14].O.Cl. Product: [N:4]1[CH:9]=[CH:8][CH:7]=[CH:6][C:5]=1[CH2:10][N:11]([C:18]([C:20]1[C:29]([NH:30][C:31]([NH:33][C:34]2[C:39]([Cl:40])=[CH:38][C:37]([Cl:41])=[CH:36][C:35]=2[Cl:42])=[O:32])=[CH:28][C:27]2[C:22](=[CH:23][CH:24]=[CH:25][CH:26]=2)[CH:21]=1)=[O:19])[CH2:12][C:13]([OH:15])=[O:14]. The catalyst class is: 12. (7) Reactant: [Cl:1][C:2]1[CH:3]=[C:4]([N:13]([CH2:23][C:24]2[CH:29]=[CH:28][C:27]([O:30][CH3:31])=[CH:26][CH:25]=2)[C:14]2[CH:15]=[C:16]([CH:20]=[CH:21][CH:22]=2)[C:17](O)=[O:18])[C:5]2[N:6]([C:8]([C:11]#[N:12])=[CH:9][N:10]=2)[N:7]=1.[CH3:32][NH:33][CH:34]1[CH2:38][CH2:37][N:36]([CH3:39])[CH2:35]1.F[P-](F)(F)(F)(F)F.N1(O[P+](N(C)C)(N(C)C)N(C)C)C2C=CC=CC=2N=N1. Product: [Cl:1][C:2]1[CH:3]=[C:4]([N:13]([CH2:23][C:24]2[CH:29]=[CH:28][C:27]([O:30][CH3:31])=[CH:26][CH:25]=2)[C:14]2[CH:15]=[C:16]([CH:20]=[CH:21][CH:22]=2)[C:17]([N:33]([CH3:32])[CH:34]2[CH2:38][CH2:37][N:36]([CH3:39])[CH2:35]2)=[O:18])[C:5]2[N:6]([C:8]([C:11]#[N:12])=[CH:9][N:10]=2)[N:7]=1. The catalyst class is: 3.